This data is from Experimentally validated miRNA-target interactions with 360,000+ pairs, plus equal number of negative samples. The task is: Binary Classification. Given a miRNA mature sequence and a target amino acid sequence, predict their likelihood of interaction. (1) The miRNA is hsa-miR-484 with sequence UCAGGCUCAGUCCCCUCCCGAU. The protein sequence of the target gene is MGREFGNLTRMRHVISYSLSPFEQRAYPHVFTKGIPNVLRRIRESFFRVVPQFVVFYLIYTWGTEEFERSKRKNPAAYENDK. Result: 1 (interaction). (2) Result: 1 (interaction). The miRNA is hsa-miR-224-5p with sequence UCAAGUCACUAGUGGUUCCGUUUAG. The protein sequence of the target gene is MMHQIYSCSDENIEVFTTVIPSKVSSPARRRAKSSQHLLTKNVVIESDLYTHQPLELLPHRGDRRDPGDRRRFGRLQTARPPTAHPAKASARPVGISEPKTSNLCGNRAYGKSLIPPVPRISVKTSASASLEATAMGTEKGAVLMRGSRHLKKMTEEYPALPQGAEASLPLTGSASCGVPGILRKMWTRHKKKSEYVGATNSAFEAD. (3) The miRNA is mmu-miR-6945-3p with sequence UCUGAGCUCUGCCCUUCCCAU. The protein sequence of the target gene is MPKRKVSSAEGAAKEEPKRRSARLSAKPPAKVEAKPKKAAAKDKSSDKKVQTKGKRGAKGKQAEVANQETKEDLPAENGETKTEESPASDEAGEKEAKSD. Result: 0 (no interaction). (4) The miRNA is hsa-miR-3922-3p with sequence UCUGGCCUUGACUUGACUCUUU. The protein sequence of the target gene is MVLSGALCFRMKDSALKVLYLHNNQLLAGGLHAGKVIKGEEISVVPNRWLDASLSPVILGVQGGSQCLSCGVGQEPTLTLEPVNIMELYLGAKESKSFTFYRRDMGLTSSFESAAYPGWFLCTVPEADQPVRLTQLPENGGWNAPITDFYFQQCD. Result: 0 (no interaction). (5) The miRNA is hsa-miR-3125 with sequence UAGAGGAAGCUGUGGAGAGA. The protein sequence of the target gene is MDQRKNESIVPSITQLEDFLTEHNSNVVWLLVATILSCGWIIYLTYYNSRNVGLILTLVLNRLYKHGYIHIGSFSFSVLSGKVMVREIYYITEDMSIRIQDGFIIFRWWKMYNPKQKQHDPKAETRLYITVNDFEFHVYNRSDLYGRLQELFGLEPTIIPPKKDDDKTREIGRTRTQSKIERVKVKTESQDPTSSWRSLIPVIKVNVSTGRLAFGNHYQPQTLCINFDDAFLTYTTKPPSSHLDQFMHIVKGKLENVRVMLVPSPRYVGLQNDEPPRLMGEGFVVMQSNDVDIYYYMDEP.... Result: 0 (no interaction). (6) The miRNA is hsa-miR-93-3p with sequence ACUGCUGAGCUAGCACUUCCCG. The protein sequence of the target gene is MDDKGDPSNEEAPKAIKPTSKEFRKTWGFRRTTIAKREGAGDAEADPLEPPPPQQQLGLSLRRSGRQPKRTERVEQFLTIARRRGRRSMPVSLEDSGEPTSCPATDAETASEGSVESASETRSGPQSASTAVKERPASSEKVKGGDDHDDTSDSDSDGLTLKELQNRLRRKREQEPTERPLKGIQSRLRKKRREEGPAETVGSEASDTVEGVLPSKQEPENDQGVVSQAGKDDRESKLEGKAAQDIKDEEPGDLGRPKPECEGYDPNALYCICRQPHNNRFMICCDRCEEWFHGDCVGIS.... Result: 1 (interaction). (7) Result: 0 (no interaction). The miRNA is mmu-miR-22-3p with sequence AAGCUGCCAGUUGAAGAACUGU. The protein sequence of the target gene is MAGNVKKSSGAGGGGSGGSGAGGLIGLMKDAFQPHHHHHHLSPHPPCTVDKKMVEKCWKLMDKVVRLCQNPKLALKNSPPYILDLLPDTYQHLRTVLSRYEGKMETLGENEYFRVFMENLMKKTKQTISLFKEGKERMYEENSQPRRNLTKLSLIFSHMLAELKGIFPSGLFQGDTFRITKADAAEFWRKAFGEKTIVPWKSFRQALHEVHPISSGLEAMALKSTIDLTCNDYISVFEFDIFTRLFQPWSSLLRNWNSLAVTHPGYMAFLTYDEVKARLQKFIHKPGSYIFRLSCTRLGQ....